Dataset: Forward reaction prediction with 1.9M reactions from USPTO patents (1976-2016). Task: Predict the product of the given reaction. Given the reactants [C:1]1([S:7](Cl)(=[O:9])=[O:8])[CH:6]=[CH:5][CH:4]=[CH:3][CH:2]=1.[NH3:11], predict the reaction product. The product is: [C:1]1([S:7]([NH2:11])(=[O:9])=[O:8])[CH:6]=[CH:5][CH:4]=[CH:3][CH:2]=1.